This data is from Reaction yield outcomes from USPTO patents with 853,638 reactions. The task is: Predict the reaction yield, written as a fraction of the theoretical maximum amount of product (1.0 means a 100% yield; for example, 0.34 means a 34% yield). (1) The reactants are [Br:1][C:2]1[N:7]2[CH:8]=[N:9][N:10]=[C:6]2[C:5](=[O:11])[NH:4][CH:3]=1.[H-].[Na+].[CH3:14]I.O. The catalyst is CN(C=O)C.C(Cl)Cl.CC(O)C. The product is [Br:1][C:2]1[N:7]2[CH:8]=[N:9][N:10]=[C:6]2[C:5](=[O:11])[N:4]([CH3:14])[CH:3]=1. The yield is 0.470. (2) The reactants are [CH3:1][C:2]1([CH3:11])[C:6]2([CH3:10])[CH:7]([OH:9])[CH2:8][CH:3]1[CH2:4][CH2:5]2.[O-]Cl.[Na+]. The catalyst is C(O)(=O)C. The product is [C:6]12([CH3:10])[C:2]([CH3:11])([CH3:1])[CH:3]([CH2:4][CH2:5]1)[CH2:8][C:7]2=[O:9]. The yield is 0.960. (3) The reactants are [CH3:1][Si:2]([CH3:35])([CH3:34])[CH2:3][CH2:4][O:5][CH2:6][N:7]1[C:11]2[N:12]=[CH:13][N:14]=[C:15]([C:16]3[CH:17]=[N:18][N:19]([CH:21]([CH2:28][C:29](OCC)=[O:30])[CH2:22][C:23](OCC)=[O:24])[CH:20]=3)[C:10]=2[CH:9]=[CH:8]1.[AlH4-].[Li+]. The catalyst is C1COCC1. The product is [CH3:35][Si:2]([CH3:1])([CH3:34])[CH2:3][CH2:4][O:5][CH2:6][N:7]1[C:11]2[N:12]=[CH:13][N:14]=[C:15]([C:16]3[CH:17]=[N:18][N:19]([CH:21]([CH2:22][CH2:23][OH:24])[CH2:28][CH2:29][OH:30])[CH:20]=3)[C:10]=2[CH:9]=[CH:8]1. The yield is 0.760. (4) The reactants are [O:1]=[C:2]1[CH:7]([N:8]2[CH2:16][C:15]3[C:10](=[CH:11][CH:12]=[C:13]([CH2:17][NH:18]C(=O)C(C4C=C(C=CC=4)OCCN(C)C(=O)OC(C)(C)C)(F)F)[CH:14]=3)[C:9]2=[O:42])[CH2:6][CH2:5][C:4](=[O:43])[NH:3]1.[ClH:44]. The catalyst is O1CCOCC1. The product is [ClH:44].[NH2:18][CH2:17][C:13]1[CH:14]=[C:15]2[C:10](=[CH:11][CH:12]=1)[C:9](=[O:42])[N:8]([CH:7]1[CH2:6][CH2:5][C:4](=[O:43])[NH:3][C:2]1=[O:1])[CH2:16]2. The yield is 0.420. (5) The reactants are C([O:3][C:4]([C:6]1[O:10][N:9]=[C:8]([C:11]2[CH:16]=[CH:15][C:14]([O:17][CH2:18][C:19]3[CH:24]=[CH:23][CH:22]=[C:21]([F:25])[CH:20]=3)=[CH:13][CH:12]=2)[CH:7]=1)=[O:5])C.[OH-].[K+].Cl. The catalyst is C1COCC1. The product is [F:25][C:21]1[CH:20]=[C:19]([CH:24]=[CH:23][CH:22]=1)[CH2:18][O:17][C:14]1[CH:15]=[CH:16][C:11]([C:8]2[CH:7]=[C:6]([C:4]([OH:5])=[O:3])[O:10][N:9]=2)=[CH:12][CH:13]=1. The yield is 0.940. (6) The reactants are [Br:1][C:2]1[CH:3]=[C:4]([S:8](Cl)(=[O:10])=[O:9])[CH:5]=[CH:6][CH:7]=1.[CH3:12][NH2:13]. The catalyst is C1COCC1. The product is [CH3:12][NH:13][S:8]([C:4]1[CH:5]=[CH:6][CH:7]=[C:2]([Br:1])[CH:3]=1)(=[O:10])=[O:9]. The yield is 0.990. (7) The reactants are C([O:3][C:4](=O)[CH2:5][C:6]([N:8]1[CH2:14][CH2:13][C:12]2[CH:15]=[C:16]([O:19][CH2:20][C:21]3[CH:26]=[CH:25][CH:24]=[C:23]([F:27])[CH:22]=3)[CH:17]=[CH:18][C:11]=2[CH2:10][CH2:9]1)=[O:7])C.Cl.FC1C=C(C=CC=1)COC1C=CC2CC[NH:42]CCC=2C=1.C(C(C(Cl)=O)C(Cl)=O)C. The catalyst is C(N(CC)CC)C. The product is [F:27][C:23]1[CH:22]=[C:21]([CH:26]=[CH:25][CH:24]=1)[CH2:20][O:19][C:16]1[CH:17]=[CH:18][C:11]2[CH2:10][CH2:9][N:8]([C:6](=[O:7])[CH2:5][C:4]([NH2:42])=[O:3])[CH2:14][CH2:13][C:12]=2[CH:15]=1. The yield is 0.700. (8) The product is [CH3:18][N:11]([C:7]1[CH:6]=[C:5]2[C:10](=[CH:9][CH:8]=1)[N:1]=[CH:2][CH:3]=[N:4]2)[C:12](=[O:14])[CH3:13]. The catalyst is C1COCC1. The yield is 0.930. The reactants are [N:1]1[C:10]2[C:5](=[CH:6][C:7]([NH:11][C:12](=[O:14])[CH3:13])=[CH:8][CH:9]=2)[N:4]=[CH:3][CH:2]=1.[H-].[Na+].I[CH3:18].O. (9) The reactants are C(C1OC1)Cl.[CH2:6]([O:10][C:11]1[CH:20]=[CH:19][C:18]2[C:13](=[CH:14][CH:15]=[CH:16][CH:17]=2)[C:12]=1[CH:21]=O)[CH:7]1[O:9][CH2:8]1.[OH2:23].O.O.C([O-])(=O)C.[Na+].Cl.[NH2:32]O. The catalyst is C(O)C.O. The product is [CH2:6]([O:10][C:11]1[CH:20]=[CH:19][C:18]2[C:13](=[CH:14][CH:15]=[CH:16][CH:17]=2)[C:12]=1[CH:21]=[N:32][OH:23])[CH:7]1[O:9][CH2:8]1. The yield is 1.00.